Dataset: Reaction yield outcomes from USPTO patents with 853,638 reactions. Task: Predict the reaction yield, written as a fraction of the theoretical maximum amount of product (1.0 means a 100% yield; for example, 0.34 means a 34% yield). (1) The reactants are [CH3:1][N:2]1[CH:8]2[CH2:9][CH2:10][CH:3]1[CH2:4][NH:5][CH2:6][CH2:7]2.C(N(CC)CC)C.[C:18](O[C:18]([O:20][C:21]([CH3:24])([CH3:23])[CH3:22])=[O:19])([O:20][C:21]([CH3:24])([CH3:23])[CH3:22])=[O:19]. The catalyst is C(Cl)(Cl)Cl. The product is [CH3:1][N:2]1[CH:8]2[CH2:9][CH2:10][CH:3]1[CH2:4][N:5]([C:18]([O:20][C:21]([CH3:24])([CH3:23])[CH3:22])=[O:19])[CH2:6][CH2:7]2. The yield is 0.990. (2) The reactants are Cl[C:2]1[C:11]2[C:6](=[CH:7][C:8]([O:14][CH3:15])=[C:9]([O:12][CH3:13])[CH:10]=2)[N:5]=[CH:4][CH:3]=1.[OH:16][C:17]1[CH:30]=[C:29]([O:31][CH2:32][CH2:33][CH2:34][CH2:35][CH2:36][CH2:37][CH2:38][CH3:39])[CH:28]=[CH:27][C:18]=1[C:19]([C:21]1[CH:26]=[CH:25][CH:24]=[CH:23][CH:22]=1)=[O:20]. The catalyst is CN(C)C1C=CN=CC=1.ClC1C=CC=CC=1Cl. The product is [CH3:13][O:12][C:9]1[CH:10]=[C:11]2[C:6](=[CH:7][C:8]=1[O:14][CH3:15])[N:5]=[CH:4][CH:3]=[C:2]2[O:16][C:17]1[CH:30]=[C:29]([O:31][CH2:32][CH2:33][CH2:34][CH2:35][CH2:36][CH2:37][CH2:38][CH3:39])[CH:28]=[CH:27][C:18]=1[C:19]([C:21]1[CH:22]=[CH:23][CH:24]=[CH:25][CH:26]=1)=[O:20]. The yield is 0.330.